From a dataset of Full USPTO retrosynthesis dataset with 1.9M reactions from patents (1976-2016). Predict the reactants needed to synthesize the given product. Given the product [ClH:1].[Cl:20][C:21]1[CH:22]=[C:23]([CH:25]=[CH:26][C:27]=1[N:28]([CH3:35])[C:29]1[CH:34]=[CH:33][CH:32]=[CH:31][N:30]=1)[NH:24][C:4]1[N:3]=[CH:2][C:11]2[C:6](=[CH:7][CH:8]=[CH:9][C:10]=2[O:12][CH:13]2[CH2:18][CH2:17][N:16]([CH3:19])[CH2:15][CH2:14]2)[N:5]=1, predict the reactants needed to synthesize it. The reactants are: [Cl:1][C:2]1[C:11]2[C:6](=[CH:7][CH:8]=[CH:9][C:10]=2[O:12][CH:13]2[CH2:18][CH2:17][N:16]([CH3:19])[CH2:15][CH2:14]2)[N:5]=[CH:4][N:3]=1.[Cl:20][C:21]1[CH:22]=[C:23]([CH:25]=[CH:26][C:27]=1[N:28]([CH3:35])[C:29]1[CH:34]=[CH:33][CH:32]=[CH:31][N:30]=1)[NH2:24].